From a dataset of Full USPTO retrosynthesis dataset with 1.9M reactions from patents (1976-2016). Predict the reactants needed to synthesize the given product. Given the product [NH2:11][CH2:10][CH:7]1[CH2:6][CH2:5][N:4]([CH:3]([C:19]2[S:23][C:22]([C:24]3[CH:29]=[CH:28][CH:27]=[CH:26][N:25]=3)=[N:21][CH:20]=2)[C:1]#[N:2])[CH2:9][CH2:8]1, predict the reactants needed to synthesize it. The reactants are: [C:1]([CH:3]([C:19]1[S:23][C:22]([C:24]2[CH:29]=[CH:28][CH:27]=[CH:26][N:25]=2)=[N:21][CH:20]=1)[N:4]1[CH2:9][CH2:8][CH:7]([CH2:10][NH:11]C(=O)OC(C)(C)C)[CH2:6][CH2:5]1)#[N:2].C([NH+](CC)CC)C.C(=O)([O-])[O-].